This data is from Forward reaction prediction with 1.9M reactions from USPTO patents (1976-2016). The task is: Predict the product of the given reaction. (1) Given the reactants C([O:3][C:4]([C:6]1[CH:10]=[C:9]([O:11][CH2:12][C:13]([N:15]2[CH2:19][CH2:18][CH2:17][C@H:16]2[C:20](=[O:26])[NH:21][CH2:22][CH:23]2[CH2:25][CH2:24]2)=[O:14])[N:8]([C:27]2[CH:32]=[CH:31][CH:30]=[CH:29][CH:28]=2)[N:7]=1)=[O:5])C.[OH-].[Na+], predict the reaction product. The product is: [CH:23]1([CH2:22][NH:21][C:20]([C@@H:16]2[CH2:17][CH2:18][CH2:19][N:15]2[C:13](=[O:14])[CH2:12][O:11][C:9]2[N:8]([C:27]3[CH:28]=[CH:29][CH:30]=[CH:31][CH:32]=3)[N:7]=[C:6]([C:4]([OH:5])=[O:3])[CH:10]=2)=[O:26])[CH2:24][CH2:25]1. (2) Given the reactants [NH2:1][C:2]1[C:7]([NH2:8])=[C:6]([NH:9][C@@H:10]2[C@@H:15]3[CH2:16][C@@H:12]([CH:13]=[CH:14]3)[C@@H:11]2[C:17]([NH2:19])=[O:18])[C:5]([Cl:20])=[CH:4][N:3]=1.[Cl:21][C:22]1[CH:23]=[C:24]([CH:27]=[CH:28][CH:29]=1)[CH:25]=O.C([O-])(=O)C.[NH4+], predict the reaction product. The product is: [Cl:20][C:5]1[C:6]([NH:9][C@@H:10]2[C@@H:15]3[CH2:16][C@@H:12]([CH:13]=[CH:14]3)[C@@H:11]2[C:17]([NH2:19])=[O:18])=[C:7]2[N:8]=[C:25]([C:24]3[CH:27]=[CH:28][CH:29]=[C:22]([Cl:21])[CH:23]=3)[NH:1][C:2]2=[N:3][CH:4]=1. (3) The product is: [BrH:10].[Br:10][CH2:11][C:12]([C:7]1[CH:6]=[N:5][CH:4]=[CH:9][CH:8]=1)=[O:14]. Given the reactants C([C:4]1[CH:9]=[CH:8][CH:7]=[CH:6][N:5]=1)(=O)C.[BrH:10].[CH3:11][C:12]([OH:14])=O, predict the reaction product. (4) The product is: [OH:18][C:4]1[C:3]([NH:2][N:19]=[C:25]2[C:26](=[O:42])[N:27]([C:29]3[CH:30]=[C:31]4[C:35](=[CH:36][CH:37]=3)[C:34]([CH3:39])([CH3:38])[CH2:33][C:32]4([CH3:41])[CH3:40])[N:28]=[C:24]2[CH3:23])=[CH:8][CH:7]=[CH:6][C:5]=1[C:9]1[CH:14]=[CH:13][CH:12]=[C:11]([C:15]([OH:17])=[O:16])[CH:10]=1. Given the reactants Br.[NH2:2][C:3]1[C:4]([OH:18])=[C:5]([C:9]2[CH:14]=[CH:13][CH:12]=[C:11]([C:15]([OH:17])=[O:16])[CH:10]=2)[CH:6]=[CH:7][CH:8]=1.[N:19]([O-])=O.[Na+].[CH3:23][C:24]1[CH2:25][C:26](=[O:42])[N:27]([C:29]2[CH:30]=[C:31]3[C:35](=[CH:36][CH:37]=2)[C:34]([CH3:39])([CH3:38])[CH2:33][C:32]3([CH3:41])[CH3:40])[N:28]=1.C(=O)(O)[O-].[Na+], predict the reaction product. (5) Given the reactants [Br:1][C:2]1[CH:10]=[C:9]([F:11])[C:8]([O:12][CH3:13])=[CH:7][C:3]=1[C:4]([OH:6])=[O:5].OS(O)(=O)=O.[CH3:19]O, predict the reaction product. The product is: [Br:1][C:2]1[CH:10]=[C:9]([F:11])[C:8]([O:12][CH3:13])=[CH:7][C:3]=1[C:4]([O:6][CH3:19])=[O:5]. (6) Given the reactants [CH2:1]([O:3][C:4]1[CH:9]=[C:8]([O:10]CC2C=CC(OC)=CC=2)[N:7]=[CH:6][C:5]=1[C:20]1[CH:25]=[CH:24][C:23]([CH2:26][C:27]([NH:29][C:30]2[CH:34]=[C:33]([C:35]([CH3:41])([CH3:40])[C:36]([F:39])([F:38])[F:37])[O:32][N:31]=2)=[O:28])=[C:22]([F:42])[CH:21]=1)[CH3:2].C(O)(C(F)(F)F)=O, predict the reaction product. The product is: [CH2:1]([O:3][C:4]1[C:5]([C:20]2[CH:25]=[CH:24][C:23]([CH2:26][C:27]([NH:29][C:30]3[CH:34]=[C:33]([C:35]([CH3:41])([CH3:40])[C:36]([F:39])([F:37])[F:38])[O:32][N:31]=3)=[O:28])=[C:22]([F:42])[CH:21]=2)=[CH:6][NH:7][C:8](=[O:10])[CH:9]=1)[CH3:2]. (7) The product is: [CH3:6][CH2:7][CH2:2][CH:1]([CH3:4])[CH3:3].[C:13]([O:19][CH2:20][CH3:23])(=[O:33])[CH3:12]. Given the reactants [C:1]([Li])([CH3:4])([CH3:3])[CH3:2].[CH:6](OC(=S)N[C:12]1C=C(F)C=C[C:13]=1[O:19][C:20]([CH3:23])(C)C)(C)[CH3:7].[Cl-].[Li+].[Cu]C#N.ClCC(Cl)=[O:33], predict the reaction product.